Dataset: Forward reaction prediction with 1.9M reactions from USPTO patents (1976-2016). Task: Predict the product of the given reaction. (1) Given the reactants Cl[C:2]1[CH:3]=[C:4]([O:13][CH2:14][C:15]23[CH2:22][CH2:21][C:18](/[CH:23]=[CH:24]/[C:25]([OH:27])=[O:26])([CH2:19][CH2:20]2)[CH2:17][CH2:16]3)[C:5]2[O:9][C:8]([CH3:11])([CH3:10])[CH2:7][C:6]=2[CH:12]=1, predict the reaction product. The product is: [CH3:10][C:8]1([CH3:11])[CH2:7][C:6]2[CH:12]=[CH:2][CH:3]=[C:4]([O:13][CH2:14][C:15]34[CH2:22][CH2:21][C:18]([CH2:23][CH2:24][C:25]([OH:27])=[O:26])([CH2:19][CH2:20]3)[CH2:17][CH2:16]4)[C:5]=2[O:9]1. (2) Given the reactants C[O:2][C:3](=[O:35])[C@H:4]([CH2:17][C:18]1[CH:23]=[CH:22][C:21]([NH:24][C:25]([C:27]2[C:32]([Cl:33])=[CH:31][CH:30]=[CH:29][C:28]=2[Cl:34])=[O:26])=[CH:20][CH:19]=1)[NH:5][C:6]([C:8]1([CH2:13][CH2:14][O:15][CH3:16])[CH2:12][CH2:11][CH2:10][CH2:9]1)=[S:7].[OH-].[Na+].Cl.C(OCC)(=O)C, predict the reaction product. The product is: [Cl:33][C:32]1[CH:31]=[CH:30][CH:29]=[C:28]([Cl:34])[C:27]=1[C:25]([NH:24][C:21]1[CH:22]=[CH:23][C:18]([CH2:17][C@@H:4]([C:3]([OH:35])=[O:2])[NH:5][C:6]([C:8]2([CH2:13][CH2:14][O:15][CH3:16])[CH2:12][CH2:11][CH2:10][CH2:9]2)=[S:7])=[CH:19][CH:20]=1)=[O:26]. (3) Given the reactants [Cl:1][C:2]1[CH:3]=[CH:4][C:5]2[S:9][C:8](=[O:10])[N:7]([CH2:11][C:12]([OH:14])=O)[C:6]=2[CH:15]=1.[Cl:16][C:17]1[CH:28]=[CH:27][C:20]2[NH:21][C:22]([CH2:24][NH:25][CH3:26])=[N:23][C:19]=2[CH:18]=1.C1C=CC2N(O)N=NC=2C=1.CCN=C=NCCCN(C)C.Cl, predict the reaction product. The product is: [Cl:16][C:17]1[CH:28]=[CH:27][C:20]2[NH:21][C:22]([CH2:24][N:25]([CH3:26])[C:12](=[O:14])[CH2:11][N:7]3[C:6]4[CH:15]=[C:2]([Cl:1])[CH:3]=[CH:4][C:5]=4[S:9][C:8]3=[O:10])=[N:23][C:19]=2[CH:18]=1. (4) The product is: [CH:23]([NH:22][C:18]1[C:17]2[C:13]([C:9]3[CH:8]=[C:7]([CH:1]4[CH2:2][CH2:3][CH2:4][O:53]4)[N:12]=[CH:11][N:10]=3)=[N:14][NH:15][C:16]=2[CH:21]=[CH:20][N:19]=1)([CH3:25])[CH3:24]. Given the reactants [CH:1]1([C:7]2[N:12]=[CH:11][N:10]=[C:9]([C:13]3[C:17]4[C:18]([NH:22][CH:23]([CH3:25])[CH3:24])=[N:19][CH:20]=[CH:21][C:16]=4[NH:15][N:14]=3)[CH:8]=2)CC[CH2:4][CH2:3][CH2:2]1.ClC1N=CN=C(C2C3C(NC(C)C)=NC=CC=3N(CC3C=CC([O:53]C)=CC=3)N=2)C=1.O1CCC=C1B1OC(C)(C)C(C)(C)O1, predict the reaction product. (5) Given the reactants [CH3:1][O:2][C:3]1[C:4]([C:15]2[O:19][CH:18]=[N:17][CH:16]=2)=[CH:5][C:6]([C:10]2[O:14][CH:13]=[N:12][CH:11]=2)=[C:7]([CH:9]=1)[NH2:8].[C:20]([O:24][C:25]([NH:27][C@H:28]([CH2:32][CH:33]([CH3:35])[CH3:34])[C:29](O)=[O:30])=[O:26])([CH3:23])([CH3:22])[CH3:21].O=P(Cl)(Cl)Cl.Cl, predict the reaction product. The product is: [C:20]([O:24][C:25](=[O:26])[NH:27][C@H:28]([CH2:32][CH:33]([CH3:34])[CH3:35])[C:29]([NH:8][C:7]1[CH:9]=[C:3]([O:2][CH3:1])[C:4]([C:15]2[O:19][CH:18]=[N:17][CH:16]=2)=[CH:5][C:6]=1[C:10]1[O:14][CH:13]=[N:12][CH:11]=1)=[O:30])([CH3:23])([CH3:22])[CH3:21]. (6) The product is: [NH2:23][CH:19]([C:9]1[N:10]=[C:11]2[CH2:18][CH2:17][CH2:16][CH2:15][N:12]2[C:13](=[O:14])[C:8]=1[CH2:1][C:2]1[CH:7]=[CH:6][CH:5]=[CH:4][CH:3]=1)[CH:20]([CH3:21])[CH3:22]. Given the reactants [CH2:1]([C:8]1[C:13](=[O:14])[N:12]2[CH2:15][CH2:16][CH2:17][CH2:18][C:11]2=[N:10][C:9]=1[CH:19]([N:23]1C(=O)C2C(=CC=CC=2)C1=O)[CH:20]([CH3:22])[CH3:21])[C:2]1[CH:7]=[CH:6][CH:5]=[CH:4][CH:3]=1.NN, predict the reaction product. (7) Given the reactants [Cl:1][C:2]1[C:7]([CH:8]([C:10]2[N:14]([C:15]3[CH:20]=[CH:19][C:18]([CH2:21][CH3:22])=[CH:17][CH:16]=3)[CH:13]=[N:12][CH:11]=2)[OH:9])=[C:6]([Cl:23])[N:5]=[CH:4][N:3]=1.ClC1C(C(C2C=NN(C)C=2C2C=CC(C)=CC=2)=O)=C(Cl)N=CN=1, predict the reaction product. The product is: [Cl:23][C:6]1[C:7]([C:8]([C:10]2[N:14]([C:15]3[CH:20]=[CH:19][C:18]([CH2:21][CH3:22])=[CH:17][CH:16]=3)[CH:13]=[N:12][CH:11]=2)=[O:9])=[C:2]([Cl:1])[N:3]=[CH:4][N:5]=1.